This data is from Forward reaction prediction with 1.9M reactions from USPTO patents (1976-2016). The task is: Predict the product of the given reaction. Given the reactants [Cl:1][C:2]1[NH:11][C:10]2[C:9](=[O:12])[N:7]([CH3:8])[C:6](=[O:13])[N:5]([CH3:14])[C:4]=2[N:3]=1.[CH3:15][C:16]1[CH:17]=[C:18](OB(O)O)[CH:19]=[CH:20][CH:21]=1.N1C=CC=CC=1, predict the reaction product. The product is: [CH3:8][N:7]1[C:9](=[O:12])[C:10]2[N:11]([C:20]3[CH:19]=[CH:18][CH:17]=[C:16]([CH3:15])[CH:21]=3)[C:2]([Cl:1])=[N:3][C:4]=2[N:5]([CH3:14])[C:6]1=[O:13].